This data is from Full USPTO retrosynthesis dataset with 1.9M reactions from patents (1976-2016). The task is: Predict the reactants needed to synthesize the given product. (1) Given the product [N:16]1[C:25]2[C:20](=[CH:21][CH:22]=[CH:23][CH:24]=2)[C:19]([S:26][C:2]2([C:6]([O:8][CH2:9][CH3:10])=[O:7])[CH2:5][CH2:4][CH2:3]2)=[CH:18][CH:17]=1, predict the reactants needed to synthesize it. The reactants are: Br[C:2]1([C:6]([O:8][CH2:9][CH3:10])=[O:7])[CH2:5][CH2:4][CH2:3]1.CN(C=O)C.[N:16]1[C:25]2[C:20](=[CH:21][CH:22]=[CH:23][CH:24]=2)[C:19]([SH:26])=[CH:18][CH:17]=1.[Na]. (2) Given the product [C:8]([C:5]1[CH:4]=[C:3]([CH2:1][CH3:2])[C:7](=[C:23]([C:31]2[CH:36]=[CH:35][CH:34]=[CH:33][CH:32]=2)[C:24]2[CH:29]=[CH:28][CH:27]=[CH:26][CH:25]=2)[CH:6]=1)([CH3:11])([CH3:10])[CH3:9], predict the reactants needed to synthesize it. The reactants are: [CH2:1]([C:3]1[CH2:7][CH:6]=[C:5]([C:8]([CH3:11])([CH3:10])[CH3:9])[CH:4]=1)[CH3:2].CCCCCC.C([Li])CCC.[C:23]([C:31]1[CH:36]=[CH:35][CH:34]=[CH:33][CH:32]=1)(=O)[C:24]1[CH:29]=[CH:28][CH:27]=[CH:26][CH:25]=1.Cl. (3) Given the product [C:9]([O:13][C:14]([NH:16][C:17](=[CH:34][C:29]1[CH:30]=[CH:31][CH:32]=[CH:33][N:28]=1)[C:18]([O:20][CH3:21])=[O:19])=[O:15])([CH3:10])([CH3:11])[CH3:12], predict the reactants needed to synthesize it. The reactants are: CN(C)C(N(C)C)=N.[C:9]([O:13][C:14]([NH:16][CH:17](P(OC)(OC)=O)[C:18]([O:20][CH3:21])=[O:19])=[O:15])([CH3:12])([CH3:11])[CH3:10].[N:28]1[CH:33]=[CH:32][CH:31]=[CH:30][C:29]=1[CH:34]=O. (4) Given the product [Si:71]([O:70][C@H:69]([C:78]1[C:83]2[O:84][CH2:85][C:86](=[O:88])[NH:87][C:82]=2[C:81]([OH:89])=[CH:80][CH:79]=1)[CH2:68][NH:67][CH2:135][CH2:134][CH2:133][CH2:132][C:129]1[CH:130]=[CH:131][C:126]([C:123]2[CH:122]=[CH:121][C:120]([NH:119][C:118]([C:114]3[CH:113]=[C:112]([S:109]([C:106]4[CH:107]=[C:108]5[C:103](=[C:104]([CH3:138])[CH:105]=4)[N:102]=[CH:101][C:100]([C:139]([NH2:141])=[O:140])=[C:99]5[NH:98][C:94]4[CH:95]=[CH:96][CH:97]=[C:92]([O:91][CH3:90])[CH:93]=4)(=[O:110])=[O:111])[CH:117]=[CH:116][CH:115]=3)=[O:137])=[CH:125][CH:124]=2)=[CH:127][CH:128]=1)([C:74]([CH3:77])([CH3:75])[CH3:76])([CH3:73])[CH3:72], predict the reactants needed to synthesize it. The reactants are: [Si](O[C@H](C1C=CC(O)=C2C=1C=CC(=O)N2)CNCCCCCCCCNC(C1C=C(S(C2C=C3C(=C(C)C=2)N=CC(C(N)=O)=C3NC2C=CC=C(OC)C=2)(=O)=O)C=CC=1)=O)(C(C)(C)C)(C)C.[NH2:67][CH2:68][C@@H:69]([C:78]1[C:83]2[O:84][CH2:85][C:86](=[O:88])[NH:87][C:82]=2[C:81]([OH:89])=[CH:80][CH:79]=1)[O:70][Si:71]([C:74]([CH3:77])([CH3:76])[CH3:75])([CH3:73])[CH3:72].[CH3:90][O:91][C:92]1[CH:93]=[C:94]([NH:98][C:99]2[C:108]3[C:103](=[C:104]([CH3:138])[CH:105]=[C:106]([S:109]([C:112]4[CH:117]=[CH:116][CH:115]=[C:114]([C:118](=[O:137])[NH:119][C:120]5[CH:125]=[CH:124][C:123]([C:126]6[CH:131]=[CH:130][C:129]([CH2:132][CH2:133][CH2:134][CH:135]=O)=[CH:128][CH:127]=6)=[CH:122][CH:121]=5)[CH:113]=4)(=[O:111])=[O:110])[CH:107]=3)[N:102]=[CH:101][C:100]=2[C:139]([NH2:141])=[O:140])[CH:95]=[CH:96][CH:97]=1. (5) Given the product [N+:1]([C:4]1[CH:9]=[C:8]([C:10]2[CH:15]=[CH:14][CH:13]=[CH:12][C:11]=2[C:16]([F:19])([F:17])[F:18])[N:7]=[CH:6][C:5]=1[NH:20][C:31]([C:23]1[CH2:24][C:25]2([CH2:26][CH2:27][CH2:28][CH2:29][CH2:30]2)[O:21][N:22]=1)=[O:32])([O-:3])=[O:2], predict the reactants needed to synthesize it. The reactants are: [N+:1]([C:4]1[CH:9]=[C:8]([C:10]2[CH:15]=[CH:14][CH:13]=[CH:12][C:11]=2[C:16]([F:19])([F:18])[F:17])[N:7]=[CH:6][C:5]=1[NH2:20])([O-:3])=[O:2].[O:21]1[C:25]2([CH2:30][CH2:29][CH2:28][CH2:27][CH2:26]2)[CH2:24][C:23]([C:31](O)=[O:32])=[N:22]1. (6) The reactants are: [Br:1][C:2]1[CH:3]=[C:4]([CH:9]([CH3:13])[C:10](O)=[O:11])[CH:5]=[C:6]([Cl:8])[CH:7]=1.C(Cl)(=O)C([Cl:17])=O. Given the product [Br:1][C:2]1[CH:3]=[C:4]([CH:9]([CH3:13])[C:10]([Cl:17])=[O:11])[CH:5]=[C:6]([Cl:8])[CH:7]=1, predict the reactants needed to synthesize it. (7) Given the product [C:8]([O:6][CH2:5][CH2:4][CH2:3][CH2:2][CH2:1][OH:7])([C:9]1[CH:14]=[CH:13][CH:12]=[CH:11][CH:10]=1)([C:21]1[CH:22]=[CH:23][CH:24]=[CH:25][CH:26]=1)[C:15]1[CH:16]=[CH:17][CH:18]=[CH:19][CH:20]=1, predict the reactants needed to synthesize it. The reactants are: [CH2:1]([OH:7])[CH2:2][CH2:3][CH2:4][CH2:5][OH:6].[C:8](Cl)([C:21]1[CH:26]=[CH:25][CH:24]=[CH:23][CH:22]=1)([C:15]1[CH:20]=[CH:19][CH:18]=[CH:17][CH:16]=1)[C:9]1[CH:14]=[CH:13][CH:12]=[CH:11][CH:10]=1.